From a dataset of NCI-60 drug combinations with 297,098 pairs across 59 cell lines. Regression. Given two drug SMILES strings and cell line genomic features, predict the synergy score measuring deviation from expected non-interaction effect. Drug 1: CC12CCC3C(C1CCC2O)C(CC4=C3C=CC(=C4)O)CCCCCCCCCS(=O)CCCC(C(F)(F)F)(F)F. Drug 2: COC1=NC(=NC2=C1N=CN2C3C(C(C(O3)CO)O)O)N. Cell line: NCI-H322M. Synergy scores: CSS=-4.77, Synergy_ZIP=3.34, Synergy_Bliss=2.75, Synergy_Loewe=-4.40, Synergy_HSA=-4.87.